This data is from TCR-epitope binding with 47,182 pairs between 192 epitopes and 23,139 TCRs. The task is: Binary Classification. Given a T-cell receptor sequence (or CDR3 region) and an epitope sequence, predict whether binding occurs between them. The epitope is TSNQVAVLY. The TCR CDR3 sequence is CASSGGAHFSKIPLAGYNEQFF. Result: 0 (the TCR does not bind to the epitope).